The task is: Predict which catalyst facilitates the given reaction.. This data is from Catalyst prediction with 721,799 reactions and 888 catalyst types from USPTO. (1) Reactant: [Cl:1][C:2]1[N:7]=[CH:6][N:5]=[C:4]([NH:8][CH3:9])[CH:3]=1.CCN(C(C)C)C(C)C.ClC(Cl)(OC(=O)OC(Cl)(Cl)Cl)Cl.[CH3:31][O:32][C:33]1[CH:34]=[C:35]([CH:37]=[C:38]([O:40][CH3:41])[CH:39]=1)[NH2:36].[C:42]([O-:45])(O)=O.[Na+]. Product: [Cl:1][C:2]1[N:7]=[CH:6][N:5]=[C:4]([N:8]([CH3:9])[C:42]([NH:36][C:35]2[CH:37]=[C:38]([O:40][CH3:41])[CH:39]=[C:33]([O:32][CH3:31])[CH:34]=2)=[O:45])[CH:3]=1. The catalyst class is: 155. (2) Reactant: [H-].[Na+].[CH:3]1([NH:9][C:10]2[C:15]([C:16]([O:18][CH2:19][CH3:20])=[O:17])=[CH:14][N:13]=[C:12]3[NH:21][CH:22]=[CH:23][C:11]=23)[CH2:8][CH2:7][CH2:6][CH2:5][CH2:4]1.[CH3:24][Si:25]([CH2:28][CH2:29][O:30][CH2:31]Cl)([CH3:27])[CH3:26]. Product: [CH:3]1([NH:9][C:10]2[C:15]([C:16]([O:18][CH2:19][CH3:20])=[O:17])=[CH:14][N:13]=[C:12]3[N:21]([CH2:31][O:30][CH2:29][CH2:28][Si:25]([CH3:27])([CH3:26])[CH3:24])[CH:22]=[CH:23][C:11]=23)[CH2:4][CH2:5][CH2:6][CH2:7][CH2:8]1. The catalyst class is: 3. (3) Reactant: Cl.[CH2:2]([N:9]1[CH2:14][CH2:13][C:12](=O)[CH:11]([C:16]([O:18]CC)=O)[CH2:10]1)[C:3]1[CH:8]=[CH:7][CH:6]=[CH:5][CH:4]=1.C(O)(=O)C.[CH:25]([NH2:27])=[NH:26].C[O-].[Na+].C(O)(=O)C. Product: [CH2:2]([N:9]1[CH2:14][CH2:13][C:12]2[N:26]=[CH:25][NH:27][C:16](=[O:18])[C:11]=2[CH2:10]1)[C:3]1[CH:8]=[CH:7][CH:6]=[CH:5][CH:4]=1. The catalyst class is: 273. (4) Reactant: ClC(Cl)(Cl)C([C:5]1[N:9]2[C:10]([CH2:14][N:15]([C:32](OC(C)(C)C)=[O:33])[C:16]3[CH:21]=[CH:20][C:19]([CH2:22][CH2:23][NH:24][S:25]([C:28]([F:31])([F:30])[F:29])(=[O:27])=[O:26])=[CH:18][CH:17]=3)=[CH:11][CH:12]=[CH:13][C:8]2=[N:7][CH:6]=1)=O.C[Si](I)(C)C.C(=O)([O-])O.[Na+]. Product: [F:29][C:28]([F:31])([F:30])[S:25]([NH:24][CH2:23][CH2:22][C:19]1[CH:18]=[CH:17][C:16]([N:15]2[CH2:14][C:10]3[N:9]4[C:5](=[CH:6][N:7]=[C:8]4[CH:13]=[CH:12][CH:11]=3)[C:32]2=[O:33])=[CH:21][CH:20]=1)(=[O:27])=[O:26]. The catalyst class is: 22. (5) Reactant: Br[C:2]1[CH:7]=[CH:6][C:5]([N:8]2[C:16]3[C:15]([OH:17])=[C:14]([C:18]#[N:19])[C:13](=[O:20])[NH:12][C:11]=3[CH:10]=[CH:9]2)=[CH:4][CH:3]=1.[F:21][C:22]1[N:27]=[CH:26][C:25](B(O)O)=[CH:24][CH:23]=1.C(=O)([O-])[O-].[Cs+].[Cs+].O1CCOCC1. Product: [F:21][C:22]1[N:27]=[CH:26][C:25]([C:2]2[CH:7]=[CH:6][C:5]([N:8]3[C:16]4[C:15]([OH:17])=[C:14]([C:18]#[N:19])[C:13](=[O:20])[NH:12][C:11]=4[CH:10]=[CH:9]3)=[CH:4][CH:3]=2)=[CH:24][CH:23]=1. The catalyst class is: 103. (6) Reactant: [F:1][C:2]1[CH:22]=[C:21]([F:23])[CH:20]=[CH:19][C:3]=1[O:4][C:5]1[C:14]([O:15][CH3:16])=[CH:13][CH:12]=[C:11]2[C:6]=1[CH:7]=[CH:8][C:9](SC)=[N:10]2.O[O:25][S:26]([O-:28])=O.[K+].[CH3:30]O. Product: [F:1][C:2]1[CH:22]=[C:21]([F:23])[CH:20]=[CH:19][C:3]=1[O:4][C:5]1[C:14]([O:15][CH3:16])=[CH:13][CH:12]=[C:11]2[C:6]=1[CH:7]=[CH:8][C:9]([S:26]([CH3:30])(=[O:28])=[O:25])=[N:10]2. The catalyst class is: 6. (7) Reactant: [Si]([O:8][CH2:9][CH2:10][CH2:11][CH2:12][N:13]([C:16]1[CH:17]=[N:18][N:19]([CH3:41])[C:20]=1[NH:21][C:22]([C:35]1[CH:40]=[CH:39][CH:38]=[CH:37][CH:36]=1)([C:29]1[CH:34]=[CH:33][CH:32]=[CH:31][CH:30]=1)[C:23]1[CH:28]=[CH:27][CH:26]=[CH:25][CH:24]=1)[CH:14]=[O:15])(C(C)(C)C)(C)C.[F-].C([N+](CCCC)(CCCC)CCCC)CCC.O. Product: [OH:8][CH2:9][CH2:10][CH2:11][CH2:12][N:13]([C:16]1[CH:17]=[N:18][N:19]([CH3:41])[C:20]=1[NH:21][C:22]([C:29]1[CH:30]=[CH:31][CH:32]=[CH:33][CH:34]=1)([C:23]1[CH:28]=[CH:27][CH:26]=[CH:25][CH:24]=1)[C:35]1[CH:40]=[CH:39][CH:38]=[CH:37][CH:36]=1)[CH:14]=[O:15]. The catalyst class is: 1. (8) Reactant: [N+:1]([C:3]1[CH:14]=[CH:13][CH:12]=[CH:11][C:4]=1[CH2:5][NH:6][C:7]([NH:9][CH3:10])=[O:8])#[C-:2].[C:15]([OH:21])(=O)[CH2:16][C:17]([OH:19])=O.C(OC(=O)C)(=O)C. Product: [N+:1]([C:3]1[CH:14]=[CH:13][CH:12]=[CH:11][C:4]=1[CH2:5][N:6]1[C:15](=[O:21])[CH2:16][C:17](=[O:19])[N:9]([CH3:10])[C:7]1=[O:8])#[C-:2]. The catalyst class is: 15. (9) Reactant: [Br:1][C:2]1[N:3]=[C:4]([C:7]([NH:9][NH2:10])=O)[S:5][CH:6]=1.[CH3:11][C:12]([N:14]([CH3:16])C)=O.[CH:17]1(N)CC1.CC(O)=O. Product: [Br:1][C:2]1[N:3]=[C:4]([C:7]2[N:14]([CH:12]3[CH2:11][CH2:17]3)[CH:16]=[N:10][N:9]=2)[S:5][CH:6]=1. The catalyst class is: 575. (10) Reactant: [F:1][C:2]([F:14])([F:13])[C:3]1[CH:8]=[CH:7][CH:6]=[CH:5][C:4]=1[NH:9][C:10]([NH2:12])=[S:11].Br[CH2:16][C:17]([C:19]1[CH:24]=[CH:23][C:22]([O:25][CH3:26])=[CH:21][CH:20]=1)=O. Product: [CH3:26][O:25][C:22]1[CH:23]=[CH:24][C:19]([C:17]2[N:12]=[C:10]([NH:9][C:4]3[CH:5]=[CH:6][CH:7]=[CH:8][C:3]=3[C:2]([F:13])([F:1])[F:14])[S:11][CH:16]=2)=[CH:20][CH:21]=1. The catalyst class is: 1.